The task is: Predict the reactants needed to synthesize the given product.. This data is from Full USPTO retrosynthesis dataset with 1.9M reactions from patents (1976-2016). (1) Given the product [CH2:20]([N:8]([CH2:1][C:2]1[CH:3]=[CH:4][CH:5]=[CH:6][CH:7]=1)[C:9]1[CH:10]=[C:11]2[CH:17]=[C:16]([CH:18]([OH:19])[CH3:27])[NH:15][C:12]2=[CH:13][N:14]=1)[C:21]1[CH:26]=[CH:25][CH:24]=[CH:23][CH:22]=1, predict the reactants needed to synthesize it. The reactants are: [CH2:1]([N:8]([CH2:20][C:21]1[CH:26]=[CH:25][CH:24]=[CH:23][CH:22]=1)[C:9]1[CH:10]=[C:11]2[CH:17]=[C:16]([CH:18]=[O:19])[NH:15][C:12]2=[CH:13][N:14]=1)[C:2]1[CH:7]=[CH:6][CH:5]=[CH:4][CH:3]=1.[CH3:27][Mg]Br.C(OCC)C.[NH4+].[Cl-]. (2) Given the product [Cl:11][C:12]([O:1][CH2:2][CH2:3][CH2:4][CH2:5][C:6]([O:8][CH2:9][CH3:10])=[O:7])=[O:14], predict the reactants needed to synthesize it. The reactants are: [OH:1][CH2:2][CH2:3][CH2:4][CH2:5][C:6]([O:8][CH2:9][CH3:10])=[O:7].[Cl:11][C:12](Cl)([O:14]C(=O)OC(Cl)(Cl)Cl)Cl.N1C=CC=CC=1.O. (3) Given the product [F:21][C@H:22]([C@H:24]1[CH2:28][O:27][C:26](=[O:29])[N:25]1[C:30]1[CH:35]=[CH:34][N:33]=[C:32]([NH:10][C@H:8]([C:6]2[N:5]=[CH:4][C:3]([C:11]3[CH:16]=[CH:15][N:14]=[C:13]([C:17]([F:19])([F:20])[F:18])[CH:12]=3)=[C:2]([CH3:1])[CH:7]=2)[CH3:9])[N:31]=1)[CH3:23], predict the reactants needed to synthesize it. The reactants are: [CH3:1][C:2]1[CH:7]=[C:6]([C@@H:8]([NH2:10])[CH3:9])[N:5]=[CH:4][C:3]=1[C:11]1[CH:16]=[CH:15][N:14]=[C:13]([C:17]([F:20])([F:19])[F:18])[CH:12]=1.[F:21][C@H:22]([C@H:24]1[CH2:28][O:27][C:26](=[O:29])[N:25]1[C:30]1[CH:35]=[CH:34][N:33]=[C:32](F)[N:31]=1)[CH3:23].CCN(C(C)C)C(C)C. (4) Given the product [Br:1][C:2]1[CH:3]=[CH:4][C:5]2[CH2:11][C:10](=[O:12])[C:9]3[C:13]([OH:19])=[CH:14][C:15]([OH:17])=[CH:16][C:8]=3[O:7][C:6]=2[CH:21]=1, predict the reactants needed to synthesize it. The reactants are: [Br:1][C:2]1[CH:3]=[CH:4][C:5]2[CH2:11][C:10](=[O:12])[C:9]3[C:13]([O:19]C)=[CH:14][C:15]([O:17]C)=[CH:16][C:8]=3[O:7][C:6]=2[CH:21]=1.Cl.N1C=CC=CC=1. (5) Given the product [C:5]1([C:3]2[O:4][C:12]([NH2:13])=[N:11][CH:2]=2)[CH:10]=[CH:9][CH:8]=[CH:7][CH:6]=1, predict the reactants needed to synthesize it. The reactants are: O[CH2:2][C:3]([C:5]1[CH:10]=[CH:9][CH:8]=[CH:7][CH:6]=1)=[O:4].[N:11]#[C:12][NH2:13].Cl. (6) Given the product [NH2:26][C@H:22]1[CH2:23][CH2:24][CH2:25][N:20]([C:18]2[C:17]3[C:12](=[CH:13][C:14]([CH3:30])=[CH:15][CH:16]=3)[N:11]=[C:10]([C:5]3[CH:6]=[CH:7][CH:8]=[CH:9][C:4]=3[OH:3])[N:19]=2)[CH2:21]1, predict the reactants needed to synthesize it. The reactants are: N#N.[OH:3][C:4]1[CH:9]=[CH:8][CH:7]=[CH:6][C:5]=1[C:10]1[N:19]=[C:18]([N:20]2[CH2:25][CH2:24][CH2:23][C@H:22]([NH:26]C(=O)[O-])[CH2:21]2)[C:17]2[C:12](=[CH:13][C:14]([CH3:30])=[CH:15][CH:16]=2)[N:11]=1.CO.